This data is from Forward reaction prediction with 1.9M reactions from USPTO patents (1976-2016). The task is: Predict the product of the given reaction. (1) Given the reactants [Cl:1][C:2]1[CH:21]=[C:20]([Cl:22])[CH:19]=[CH:18][C:3]=1[CH2:4][N:5]1[C:9]([CH2:10][CH2:11][C:12]([OH:14])=O)=[CH:8][C:7]([CH:15]([CH3:17])[CH3:16])=[N:6]1.[CH2:23]([S:28]([NH2:31])(=[O:30])=[O:29])[CH2:24][CH2:25][CH2:26][CH3:27].N12CCCN=C1CCCCC2, predict the reaction product. The product is: [Cl:1][C:2]1[CH:21]=[C:20]([Cl:22])[CH:19]=[CH:18][C:3]=1[CH2:4][N:5]1[C:9]([CH2:10][CH2:11][C:12]([NH:31][S:28]([CH2:23][CH2:24][CH2:25][CH2:26][CH3:27])(=[O:30])=[O:29])=[O:14])=[CH:8][C:7]([CH:15]([CH3:17])[CH3:16])=[N:6]1. (2) Given the reactants [Cl:1][C:2]1[CH:7]=[CH:6][CH:5]=[CH:4][C:3]=1[N:8]1[C:17](=[O:18])[C:16]2[C:11](=[CH:12][CH:13]=[C:14]([F:19])[CH:15]=2)[N:10]=[C:9]1[CH:20]=O.[NH2:22][C:23]1[N:30]=[CH:29][CH:28]=[CH:27][C:24]=1[C:25]#[N:26].S([O-])([O-])(=O)=O.[Na+].[Na+].C(O[BH-](OC(=O)C)OC(=O)C)(=O)C.[Na+], predict the reaction product. The product is: [Cl:1][C:2]1[CH:7]=[CH:6][CH:5]=[CH:4][C:3]=1[N:8]1[C:17](=[O:18])[C:16]2[C:11](=[CH:12][CH:13]=[C:14]([F:19])[CH:15]=2)[N:10]=[C:9]1[CH2:20][NH:22][C:23]1[N:30]=[CH:29][CH:28]=[CH:27][C:24]=1[C:25]#[N:26]. (3) Given the reactants Cl.Cl.C([CH:5]1[C@@H:14]2[N:9]([CH2:10][CH2:11][C:12]3[C:17]4[CH:18]=[CH:19][CH:20]=[CH:21][C:16]=4[O:15][C:13]=32)[CH2:8][CH2:7][C@H:6]1NCCCS(N)(=O)=O)#N.[C:30](N1C=CN=C1)([N:32]1C=CN=C1)=O.Cl, predict the reaction product. The product is: [CH:5]1[CH:6]([C:30]#[N:32])[CH:7]=[CH:8][N:9]2[C:14]=1[C:13]1[O:15][C:16]3[CH:21]=[CH:20][CH:19]=[CH:18][C:17]=3[C:12]=1[CH:11]=[CH:10]2. (4) Given the reactants [Na].[C:2]1([S:8]([OH:10])=[O:9])[CH:7]=[CH:6][CH:5]=[CH:4][CH:3]=1.[CH3:11][C:12]1([CH3:19])[CH2:17][CH2:16][C:15](=[O:18])[CH:14]=[CH:13]1.Cl, predict the reaction product. The product is: [CH3:11][C:12]1([CH3:19])[CH2:17][CH2:16][C:15](=[O:18])[CH2:14][CH:13]1[S:8]([C:2]1[CH:7]=[CH:6][CH:5]=[CH:4][CH:3]=1)(=[O:10])=[O:9]. (5) The product is: [CH2:11]([C:10]1[C:3]2[C:2]([NH:24][C:16]3[CH:17]=[C:18]4[C:22](=[CH:23][C:15]=3[O:14][CH3:13])[NH:21][N:20]=[CH:19]4)=[N:7][CH:6]=[N:5][C:4]=2[NH:8][CH:9]=1)[CH3:12]. Given the reactants Cl[C:2]1[C:3]2[C:10]([CH2:11][CH3:12])=[CH:9][NH:8][C:4]=2[N:5]=[CH:6][N:7]=1.[CH3:13][O:14][C:15]1[CH:23]=[C:22]2[C:18]([CH:19]=[N:20][NH:21]2)=[CH:17][C:16]=1[NH2:24], predict the reaction product. (6) Given the reactants [Cl:1][C:2]1[CH:3]=[N:4][N:5]([CH3:16])[C:6]=1[C:7]1[CH:8]=[C:9]([C:13]([OH:15])=O)[S:10][C:11]=1[CH3:12].[NH2:17][C@@H:18]([CH2:31][C:32]1[CH:37]=[CH:36][CH:35]=[C:34]([C:38]([F:41])([F:40])[F:39])[CH:33]=1)[CH2:19][N:20]1[C:28](=[O:29])[C:27]2[C:22](=[CH:23][CH:24]=[CH:25][CH:26]=2)[C:21]1=[O:30].CC(OC(N[C@H](C(O)=O)CC1C=CC=CC=1C(F)(F)F)=O)(C)C.C1CN([P+](Br)(N2CCCC2)N2CCCC2)CC1.F[P-](F)(F)(F)(F)F.CCN(C(C)C)C(C)C, predict the reaction product. The product is: [Cl:1][C:2]1[CH:3]=[N:4][N:5]([CH3:16])[C:6]=1[C:7]1[CH:8]=[C:9]([C:13]([NH:17][C@@H:18]([CH2:31][C:32]2[CH:37]=[CH:36][CH:35]=[C:34]([C:38]([F:41])([F:39])[F:40])[CH:33]=2)[CH2:19][N:20]2[C:21](=[O:30])[C:22]3[C:27](=[CH:26][CH:25]=[CH:24][CH:23]=3)[C:28]2=[O:29])=[O:15])[S:10][C:11]=1[CH3:12]. (7) Given the reactants [O:1]=[C:2]1[NH:10][C:5]2=[N:6][CH:7]=[CH:8][CH:9]=[C:4]2[C@:3]21[CH2:25][C:13]1[CH:14]=[C:15]3[C:20](=[CH:21][C:12]=1[CH2:11]2)[N:19]=[C:18]([C:22](O)=[O:23])[CH:17]=[CH:16]3.[NH:26]1[C:36]2[C:37]3[CH:28]([CH2:29][C:30](=[O:38])[NH:31][C:32]=3[CH:33]=[CH:34][CH:35]=2)[CH2:27]1.C(Cl)CCl.C1C=CC2N(O)N=NC=2C=1.C(N(CC)C(C)C)(C)C, predict the reaction product. The product is: [O:38]=[C:30]1[CH2:29][CH:28]2[CH2:27][N:26]([C:22]([C:18]3[CH:17]=[CH:16][C:15]4[C:20](=[CH:21][C:12]5[CH2:11][C@:3]6([C:4]7[C:5](=[N:6][CH:7]=[CH:8][CH:9]=7)[NH:10][C:2]6=[O:1])[CH2:25][C:13]=5[CH:14]=4)[N:19]=3)=[O:23])[C:36]3[C:37]2=[C:32]([CH:33]=[CH:34][CH:35]=3)[NH:31]1. (8) Given the reactants [F:1][CH:2]([CH:8]([OH:18])[CH:9]1[CH2:14][CH2:13][CH:12]([CH2:15][CH2:16][CH3:17])[CH2:11][CH2:10]1)[C:3]([O:5][CH2:6][CH3:7])=[O:4].C1CCN2C(=NCCC2)CC1.[C:30](=[S:32])=[S:31].[CH3:33]I, predict the reaction product. The product is: [F:1][CH:2]([CH:8]([O:18][C:30]([S:32][CH3:33])=[S:31])[CH:9]1[CH2:10][CH2:11][CH:12]([CH2:15][CH2:16][CH3:17])[CH2:13][CH2:14]1)[C:3]([O:5][CH2:6][CH3:7])=[O:4].